From a dataset of Full USPTO retrosynthesis dataset with 1.9M reactions from patents (1976-2016). Predict the reactants needed to synthesize the given product. (1) Given the product [C:24]1([CH2:23][N:3]2[CH2:4][CH2:5][CH2:6][C:7]3([CH2:8][CH2:9][N:10]([C:13]4[CH:34]=[N:35][C:37]5[C:2](=[CH:7][CH:6]=[CH:5][CH:4]=5)[N:3]=4)[CH2:11][CH2:12]3)[C:2]2=[O:1])[C:33]2[C:28](=[CH:29][CH:30]=[CH:31][CH:32]=2)[CH:27]=[CH:26][CH:25]=1, predict the reactants needed to synthesize it. The reactants are: [O:1]=[C:2]1[C:7]2([CH2:12][CH2:11][N:10]([C:13](OC(C)(C)C)=O)[CH2:9][CH2:8]2)[CH2:6][CH2:5][CH2:4][NH:3]1.[H-].[Na+].Cl[CH2:23][C:24]1[C:33]2[C:28](=[CH:29][CH:30]=[CH:31][CH:32]=2)[CH:27]=[CH:26][CH:25]=1.[CH3:34][N:35]([CH:37]=O)C. (2) Given the product [CH2:1]([NH:8][C:9]1[C:14]([NH2:15])=[CH:13][CH:12]=[C:11]([N:18]2[CH2:23][CH2:22][N:21]([CH3:24])[CH2:20][CH2:19]2)[CH:27]=1)[C:2]1[CH:7]=[CH:6][CH:5]=[CH:4][CH:3]=1, predict the reactants needed to synthesize it. The reactants are: [CH2:1]([NH:8][C:9]1[C:14]([N+:15]([O-])=O)=[CH:13][CH:12]=[C:11]([N:18]2[CH2:23][CH2:22][N:21]([CH3:24])[CH2:20][CH2:19]2)N=1)[C:2]1[CH:7]=[CH:6][CH:5]=[CH:4][CH:3]=1.[H][H].[CH2:27]1COCC1.